Dataset: Ames mutagenicity test results for genotoxicity prediction. Task: Regression/Classification. Given a drug SMILES string, predict its toxicity properties. Task type varies by dataset: regression for continuous values (e.g., LD50, hERG inhibition percentage) or binary classification for toxic/non-toxic outcomes (e.g., AMES mutagenicity, cardiotoxicity, hepatotoxicity). Dataset: ames. (1) The molecule is NCCN(CCCl)c1c2ccccc2nc2c1ccc1ccccc12. The result is 1 (mutagenic). (2) The drug is COc1ccc(O)cc1C(C)(C)C. The result is 0 (non-mutagenic). (3) The compound is CCN(CC)CCO. The result is 0 (non-mutagenic). (4) The drug is O=[N+]([O-])c1ccc(Nc2ccc(N=C=S)cc2)cc1. The result is 0 (non-mutagenic). (5) The drug is [N-]=[N+]=NCC(CO)Cc1ccccc1. The result is 1 (mutagenic). (6) The compound is CC(CN1CC(=O)NC(=O)C1)N1CC(=O)NC(=O)C1. The result is 0 (non-mutagenic). (7) The drug is O=[N+]([O-])c1ccc2ccc3c4c(cc5ccc1c2c53)CCCC4. The result is 1 (mutagenic). (8) The compound is CC(=O)OCc1ccccc1[N+](=O)[O-]. The result is 0 (non-mutagenic).